Dataset: TCR-epitope binding with 47,182 pairs between 192 epitopes and 23,139 TCRs. Task: Binary Classification. Given a T-cell receptor sequence (or CDR3 region) and an epitope sequence, predict whether binding occurs between them. The epitope is DPFRLLQNSQVFS. The TCR CDR3 sequence is CASSYSGGRGNEKLFF. Result: 0 (the TCR does not bind to the epitope).